The task is: Regression. Given two drug SMILES strings and cell line genomic features, predict the synergy score measuring deviation from expected non-interaction effect.. This data is from NCI-60 drug combinations with 297,098 pairs across 59 cell lines. (1) Drug 1: CS(=O)(=O)C1=CC(=C(C=C1)C(=O)NC2=CC(=C(C=C2)Cl)C3=CC=CC=N3)Cl. Drug 2: C1CN(P(=O)(OC1)NCCCl)CCCl. Cell line: KM12. Synergy scores: CSS=19.7, Synergy_ZIP=2.39, Synergy_Bliss=1.26, Synergy_Loewe=-17.4, Synergy_HSA=0.527. (2) Drug 1: C1CC(=O)NC(=O)C1N2C(=O)C3=CC=CC=C3C2=O. Drug 2: CC(C)NC(=O)C1=CC=C(C=C1)CNNC.Cl. Cell line: UACC62. Synergy scores: CSS=2.95, Synergy_ZIP=-2.13, Synergy_Bliss=-3.59, Synergy_Loewe=-1.05, Synergy_HSA=-2.10. (3) Drug 1: CC12CCC3C(C1CCC2=O)CC(=C)C4=CC(=O)C=CC34C. Drug 2: C1=NC2=C(N1)C(=S)N=C(N2)N. Cell line: CCRF-CEM. Synergy scores: CSS=59.1, Synergy_ZIP=0.431, Synergy_Bliss=0.356, Synergy_Loewe=-2.41, Synergy_HSA=1.65.